Dataset: Catalyst prediction with 721,799 reactions and 888 catalyst types from USPTO. Task: Predict which catalyst facilitates the given reaction. (1) Reactant: Br[C:2]1[CH:7]=[CH:6][C:5]([N:8]2[C:12]3=[N:13][CH:14]=[N:15][CH:16]=[C:11]3[CH:10]=[N:9]2)=[CH:4][CH:3]=1.[CH3:17][C:18]1([CH3:34])[C:22]([CH3:24])([CH3:23])[O:21][B:20]([B:20]2[O:21][C:22]([CH3:24])([CH3:23])[C:18]([CH3:34])([CH3:17])[O:19]2)[O:19]1.C([O-])(=O)C.[K+]. Product: [CH3:17][C:18]1([CH3:34])[C:22]([CH3:24])([CH3:23])[O:21][B:20]([C:2]2[CH:7]=[CH:6][C:5]([N:8]3[C:12]4=[N:13][CH:14]=[N:15][CH:16]=[C:11]4[CH:10]=[N:9]3)=[CH:4][CH:3]=2)[O:19]1. The catalyst class is: 16. (2) Reactant: [C:1]([O:5][C:6]([N:8]1[CH2:13][CH2:12][CH:11]([C:14]([OH:16])=O)[CH2:10][CH2:9]1)=[O:7])([CH3:4])([CH3:3])[CH3:2].[C:17]1([CH2:23][CH2:24][CH2:25][CH:26]([NH:36][C:37](=[O:41])[CH2:38][NH:39][CH3:40])[CH2:27][CH2:28][CH2:29][C:30]2[CH:35]=[CH:34][CH:33]=[CH:32][CH:31]=2)[CH:22]=[CH:21][CH:20]=[CH:19][CH:18]=1.C(N(CC)C(C)C)(C)C.C1CN([P+](ON2N=NC3C=CC=CC2=3)(N2CCCC2)N2CCCC2)CC1.F[P-](F)(F)(F)(F)F. Product: [C:17]1([CH2:23][CH2:24][CH2:25][CH:26]([NH:36][C:37](=[O:41])[CH2:38][N:39]([C:14]([CH:11]2[CH2:10][CH2:9][N:8]([C:6]([O:5][C:1]([CH3:2])([CH3:3])[CH3:4])=[O:7])[CH2:13][CH2:12]2)=[O:16])[CH3:40])[CH2:27][CH2:28][CH2:29][C:30]2[CH:31]=[CH:32][CH:33]=[CH:34][CH:35]=2)[CH:18]=[CH:19][CH:20]=[CH:21][CH:22]=1. The catalyst class is: 2. (3) Reactant: N1([O:10][C:11](=O)[C:12]([C:22]2[CH:27]=[CH:26][C:25]([O:28][C:29]3[CH:34]=[CH:33][C:32]([CH2:35][CH:36]4[S:40][C:39](=[O:41])[NH:38][C:37]4=[O:42])=[CH:31][CH:30]=3)=[CH:24][CH:23]=2)=[CH:13][C:14]2[CH:19]=[C:18]([CH3:20])[CH:17]=[C:16]([CH3:21])[CH:15]=2)C2C=CC=CC=2N=N1.[NH:44]1[CH2:49][CH2:48][O:47][CH2:46][CH2:45]1.C(O)(=O)CC(CC(O)=O)(C(O)=O)O. Product: [CH3:20][C:18]1[CH:19]=[C:14]([CH:13]=[C:12]([C:22]2[CH:27]=[CH:26][C:25]([O:28][C:29]3[CH:34]=[CH:33][C:32]([CH2:35][CH:36]4[S:40][C:39](=[O:41])[NH:38][C:37]4=[O:42])=[CH:31][CH:30]=3)=[CH:24][CH:23]=2)[C:11]([N:44]2[CH2:49][CH2:48][O:47][CH2:46][CH2:45]2)=[O:10])[CH:15]=[C:16]([CH3:21])[CH:17]=1. The catalyst class is: 4. (4) Product: [CH2:26]([O:33][C:34]1[C:35]([Cl:44])=[CH:36][C:37]([C:38]([NH:19][C:14]2[CH:15]=[CH:16][CH:17]=[CH:18][C:13]=2[O:12][CH2:11][CH2:10][CH2:9][O:8][Si:1]([C:4]([CH3:6])([CH3:7])[CH3:5])([CH3:3])[CH3:2])=[O:39])=[CH:41][C:42]=1[Cl:43])[C:27]1[CH:28]=[CH:29][CH:30]=[CH:31][CH:32]=1. The catalyst class is: 22. Reactant: [Si:1]([O:8][CH2:9][CH2:10][CH2:11][O:12][C:13]1[CH:18]=[CH:17][CH:16]=[CH:15][C:14]=1[NH2:19])([C:4]([CH3:7])([CH3:6])[CH3:5])([CH3:3])[CH3:2].N1C=CC=CC=1.[CH2:26]([O:33][C:34]1[C:42]([Cl:43])=[CH:41][C:37]([C:38](Cl)=[O:39])=[CH:36][C:35]=1[Cl:44])[C:27]1[CH:32]=[CH:31][CH:30]=[CH:29][CH:28]=1. (5) Reactant: [CH:1]1([C:4]2[C:26]([C:27]3[NH:31][C:30]([O:32][CH2:33][CH3:34])=[N:29][N:28]=3)=[CH:25][C:7]([C:8]([N:10]3[CH2:15][CH2:14][CH:13]([C:16]4[CH:24]=[CH:23][C:19]([C:20]([NH2:22])=O)=[CH:18][CH:17]=4)[CH2:12][CH2:11]3)=[O:9])=[C:6]([CH2:35][CH3:36])[CH:5]=2)[CH2:3][CH2:2]1.FC(F)(F)C(OC(=O)C(F)(F)F)=O.C(N(CC)CC)C. Product: [CH:1]1([C:4]2[C:26]([C:27]3[NH:31][C:30]([O:32][CH2:33][CH3:34])=[N:29][N:28]=3)=[CH:25][C:7]([C:8]([N:10]3[CH2:11][CH2:12][CH:13]([C:16]4[CH:24]=[CH:23][C:19]([C:20]#[N:22])=[CH:18][CH:17]=4)[CH2:14][CH2:15]3)=[O:9])=[C:6]([CH2:35][CH3:36])[CH:5]=2)[CH2:3][CH2:2]1. The catalyst class is: 4. (6) Reactant: [NH2:1][C:2]1[CH:3]=[C:4]2[C:9](=[CH:10][C:11]=1[O:12][CH2:13][CH2:14][CH2:15][N:16]1[CH2:21][CH2:20][O:19][CH2:18][CH2:17]1)[N:8]=[CH:7][N:6]=[C:5]2[N:22]([C:26]1[CH:31]=[CH:30][C:29]([F:32])=[C:28]([Cl:33])[CH:27]=1)[C:23](=[O:25])[CH3:24].C(N(CC)CC)C.[C:41](Cl)(=[O:44])[CH:42]=[CH2:43]. Product: [C:23]([N:22]([C:26]1[CH:31]=[CH:30][C:29]([F:32])=[C:28]([Cl:33])[CH:27]=1)[C:5]1[C:4]2[C:9](=[CH:10][C:11]([O:12][CH2:13][CH2:14][CH2:15][N:16]3[CH2:21][CH2:20][O:19][CH2:18][CH2:17]3)=[C:2]([NH:1][C:41](=[O:44])[CH:42]=[CH2:43])[CH:3]=2)[N:8]=[CH:7][N:6]=1)(=[O:25])[CH3:24]. The catalyst class is: 1.